This data is from Catalyst prediction with 721,799 reactions and 888 catalyst types from USPTO. The task is: Predict which catalyst facilitates the given reaction. (1) Reactant: C(N(C(C)C)CC)(C)C.Cl.[S:11]1[CH:15]=[CH:14][C:13]([CH2:16][CH2:17][NH2:18])=[CH:12]1.Cl[C:20]([O:22][CH2:23][CH3:24])=[O:21]. Product: [CH2:23]([O:22][C:20](=[O:21])[NH:18][CH2:17][CH2:16][C:13]1[CH:14]=[CH:15][S:11][CH:12]=1)[CH3:24]. The catalyst class is: 4. (2) Reactant: Cl[C:2]1[N:3]=[CH:4][C:5]2[N:11]([CH3:12])[C:10](=[O:13])[C:9]([F:15])([F:14])[CH2:8][N:7]([CH:16]3[CH2:19][CH2:18][CH2:17]3)[C:6]=2[N:20]=1.O.C1(C)C(S(O)(=O)=O)=CC=CC=1.[NH2:33][C:34]1[CH:47]=[CH:46][C:37]([C:38]([NH:40][CH2:41][CH2:42]N(C)C)=[O:39])=[CH:36][C:35]=1[O:48][CH3:49]. Product: [CH:16]1([N:7]2[CH2:8][C:9]([F:15])([F:14])[C:10](=[O:13])[N:11]([CH3:12])[C:5]3[CH:4]=[N:3][C:2]([NH:33][C:34]4[CH:47]=[CH:46][C:37]([C:38]([NH:40][CH2:41][CH2:42][CH2:6][N:7]([CH3:16])[CH3:8])=[O:39])=[CH:36][C:35]=4[O:48][CH3:49])=[N:20][C:6]2=3)[CH2:19][CH2:18][CH2:17]1. The catalyst class is: 32. (3) Reactant: [CH2:1]([C:8]1[CH:13]=[CH:12][N:11]=[CH:10][CH:9]=1)[C:2]1[CH:7]=[CH:6][CH:5]=[CH:4][CH:3]=1.C(O)(=[O:16])C.OO. Product: [CH2:1]([C:8]1[CH:13]=[CH:12][N+:11]([O-:16])=[CH:10][CH:9]=1)[C:2]1[CH:3]=[CH:4][CH:5]=[CH:6][CH:7]=1. The catalyst class is: 250. (4) Reactant: [CH3:1][C:2]1O[C:6](=[O:8])[CH:5]=[C:4]([C:9]([OH:11])=[O:10])[CH:3]=1.[CH3:12][O:13][C:14](=[O:23])[C:15]1[CH:20]=[CH:19][C:18]([CH3:21])=[C:17]([NH2:22])[CH:16]=1. Product: [CH3:12][O:13][C:14]([C:15]1[CH:20]=[CH:19][C:18]([CH3:21])=[C:17]([N:22]2[C:2]([CH3:1])=[CH:3][C:4]([C:9]([OH:11])=[O:10])=[CH:5][C:6]2=[O:8])[CH:16]=1)=[O:23]. The catalyst class is: 51. (5) Reactant: [N:1]1([C:7]2[CH:8]=[C:9]([OH:13])[CH:10]=[CH:11][CH:12]=2)[CH2:6][CH2:5][NH:4][CH2:3][CH2:2]1.C([O-])([O-])=O.[K+].[K+].Br[CH2:21][CH2:22][CH2:23][O:24][CH:25]1[CH2:30][CH2:29][CH2:28][CH2:27][O:26]1. Product: [O:26]1[CH2:27][CH2:28][CH2:29][CH2:30][CH:25]1[O:24][CH2:23][CH2:22][CH2:21][N:4]1[CH2:3][CH2:2][N:1]([C:7]2[CH:8]=[C:9]([OH:13])[CH:10]=[CH:11][CH:12]=2)[CH2:6][CH2:5]1. The catalyst class is: 3. (6) Reactant: [CH:1]([NH:4][C:5]([C:7]1[C:15]2[C:10](=[N:11][CH:12]=[C:13]([O:16][C:17]3[CH:25]=[C:24]4[C:20]([CH:21]=[CH:22][NH:23]4)=[CH:19][CH:18]=3)[N:14]=2)[N:9](COCC[Si](C)(C)C)[CH:8]=1)=[O:6])([CH3:3])[CH3:2].FC(F)(F)C(O)=O. Product: [CH:1]([NH:4][C:5]([C:7]1[C:15]2[C:10](=[N:11][CH:12]=[C:13]([O:16][C:17]3[CH:25]=[C:24]4[C:20]([CH:21]=[CH:22][NH:23]4)=[CH:19][CH:18]=3)[N:14]=2)[NH:9][CH:8]=1)=[O:6])([CH3:3])[CH3:2]. The catalyst class is: 4. (7) Product: [Br:1][C:2]1[CH:3]=[C:4]2[C:8](=[CH:9][CH:10]=1)[N:7]([S:20]([CH2:18][CH3:19])(=[O:22])=[O:21])[CH2:6][CH2:5]2. Reactant: [Br:1][C:2]1[CH:3]=[C:4]2[C:8](=[CH:9][CH:10]=1)[NH:7][CH2:6][CH2:5]2.C(N(CC)CC)C.[CH2:18]([S:20](Cl)(=[O:22])=[O:21])[CH3:19]. The catalyst class is: 2. (8) Reactant: [Br:1][C:2]1[CH:24]=[N:23][C:5]2[N:6](COCC[Si](C)(C)C)[C:7]3[CH:12]=[N:11][C:10]([C:13]#[N:14])=[CH:9][C:8]=3[C:4]=2[C:3]=1[N:25]1[CH2:29][CH2:28][C@H:27]([N:30]([CH2:38][CH3:39])C(=O)OC(C)(C)C)[CH2:26]1.Br.[OH-].[Na+].Cl. Product: [Br:1][C:2]1[CH:24]=[N:23][C:5]2[NH:6][C:7]3[CH:12]=[N:11][C:10]([C:13]#[N:14])=[CH:9][C:8]=3[C:4]=2[C:3]=1[N:25]1[CH2:29][CH2:28][C@H:27]([NH:30][CH2:38][CH3:39])[CH2:26]1. The catalyst class is: 12. (9) Reactant: [Br:1][C:2]1[CH:10]=[CH:9][C:5]([C:6](Cl)=[O:7])=[CH:4][CH:3]=1.[C:11]1([NH:17][C:18]2[C:19]([NH2:24])=[CH:20][CH:21]=[CH:22][CH:23]=2)[CH:16]=[CH:15][CH:14]=[CH:13][CH:12]=1.C(N(CC)CC)C. Product: [Br:1][C:2]1[CH:10]=[CH:9][C:5]([C:6]([NH:24][C:19]2[CH:20]=[CH:21][CH:22]=[CH:23][C:18]=2[NH:17][C:11]2[CH:12]=[CH:13][CH:14]=[CH:15][CH:16]=2)=[O:7])=[CH:4][CH:3]=1. The catalyst class is: 4.